From a dataset of Reaction yield outcomes from USPTO patents with 853,638 reactions. Predict the reaction yield, written as a fraction of the theoretical maximum amount of product (1.0 means a 100% yield; for example, 0.34 means a 34% yield). (1) The reactants are [F:1][C:2]1[CH:7]=[CH:6][C:5]([C:8]2[N:9]=[C:10]([CH:13]([CH3:16])[CH2:14][NH2:15])[S:11][CH:12]=2)=[CH:4][CH:3]=1.[F:17][C:18]([F:34])([F:33])[C:19]1[O:23][N:22]=[C:21]([C:24]2[CH:25]=[C:26]([CH:30]=[CH:31][CH:32]=2)[C:27](O)=[O:28])[N:20]=1.Cl.CN(C)CCCN=C=NCC.ON1C2C=CC=CC=2N=N1.C(N(C(C)C)CC)(C)C. The catalyst is ClCCl. The product is [F:1][C:2]1[CH:3]=[CH:4][C:5]([C:8]2[N:9]=[C:10]([CH:13]([CH3:16])[CH2:14][NH:15][C:27](=[O:28])[C:26]3[CH:30]=[CH:31][CH:32]=[C:24]([C:21]4[N:20]=[C:19]([C:18]([F:34])([F:33])[F:17])[O:23][N:22]=4)[CH:25]=3)[S:11][CH:12]=2)=[CH:6][CH:7]=1. The yield is 0.360. (2) The reactants are [ClH:1].[CH2:2]([C@@H:4]([C:11]1[CH:16]=[CH:15][CH:14]=[C:13]([O:17]CC2C=CC=CC=2)[CH:12]=1)[C@@H:5]([CH3:10])[CH2:6][N:7]([CH3:9])[CH3:8])[CH3:3]. The catalyst is O. The product is [ClH:1].[CH3:9][N:7]([CH3:8])[CH2:6][C@H:5]([CH3:10])[C@H:4]([C:11]1[CH:12]=[C:13]([OH:17])[CH:14]=[CH:15][CH:16]=1)[CH2:2][CH3:3]. The yield is 0.900. (3) The reactants are Cl[C:2]1[N:11]=[CH:10][C:9]2[N:8]([CH3:12])[C:7](=[O:13])[C@@H:6]([CH2:14][CH3:15])[N:5]([CH:16]3[CH2:20][CH2:19][CH2:18][CH2:17]3)[C:4]=2[N:3]=1.[NH2:21][C:22]1[CH:32]=[CH:31][C:25]([C:26]([O:28][CH2:29][CH3:30])=[O:27])=[CH:24][C:23]=1[O:33][CH3:34].CC(C1C=C(C(C)C)C(C2C=CC=CC=2P(C2CCCCC2)C2CCCCC2)=C(C(C)C)C=1)C.C(=O)([O-])[O-].[K+].[K+]. The catalyst is CC(O)(C)C.C1C=CC(/C=C/C(/C=C/C2C=CC=CC=2)=O)=CC=1.C1C=CC(/C=C/C(/C=C/C2C=CC=CC=2)=O)=CC=1.C1C=CC(/C=C/C(/C=C/C2C=CC=CC=2)=O)=CC=1.[Pd].[Pd]. The product is [CH:16]1([N:5]2[C:4]3[N:3]=[C:2]([NH:21][C:22]4[CH:32]=[CH:31][C:25]([C:26]([O:28][CH2:29][CH3:30])=[O:27])=[CH:24][C:23]=4[O:33][CH3:34])[N:11]=[CH:10][C:9]=3[N:8]([CH3:12])[C:7](=[O:13])[C@H:6]2[CH2:14][CH3:15])[CH2:20][CH2:19][CH2:18][CH2:17]1. The yield is 0.770.